From a dataset of Catalyst prediction with 721,799 reactions and 888 catalyst types from USPTO. Predict which catalyst facilitates the given reaction. (1) Reactant: Cl[C:2]1[C:3]2[C:4](=[CH:16][N:17](CC3C=CC(OC)=CC=3)[N:18]=2)[N:5]=[C:6]([C:8]([C:10]2[CH:15]=[CH:14][CH:13]=[CH:12][CH:11]=2)=[O:9])[N:7]=1.[NH2:28][C:29]1[CH:38]=[C:37]2[C:32]([CH2:33][CH2:34][C:35](=[O:39])[NH:36]2)=[CH:31][CH:30]=1.Cl. Product: [C:8]([C:6]1[N:7]=[C:2]([NH:28][C:29]2[CH:38]=[C:37]3[C:32]([CH2:33][CH2:34][C:35](=[O:39])[NH:36]3)=[CH:31][CH:30]=2)[C:3]2[NH:18][N:17]=[CH:16][C:4]=2[N:5]=1)(=[O:9])[C:10]1[CH:11]=[CH:12][CH:13]=[CH:14][CH:15]=1. The catalyst class is: 71. (2) Reactant: S(Cl)(Cl)=O.[C:5]1(=[N:17][OH:18])[CH2:16][CH2:15][CH2:14][CH2:13][CH2:12][CH2:11][CH2:10][CH2:9][CH2:8][CH2:7][CH2:6]1.O. Product: [C:5]1(=[N:17][OH:18])[CH2:16][CH2:15][CH2:14][CH2:13][CH2:12][CH2:11][CH2:10][CH2:9][CH2:8][CH2:7][CH2:6]1.[C:12]1([CH3:11])[CH:13]=[CH:14][CH:15]=[CH:16][CH:5]=1. The catalyst class is: 11. (3) Reactant: [F:1][C:2]1[CH:3]=[C:4]2[C:9](=[C:10](F)[C:11]=1[N:12]1[CH2:17][CH2:16][N:15]([CH3:18])[CH2:14][CH2:13]1)[N:8]([C@@H:20]([CH3:23])[CH2:21][OH:22])[CH:7]=[C:6]([C:24]([O:26]CC)=[O:25])[C:5]2=[O:29].[OH-].[K+].C(O)(=[O:34])C.O. Product: [CH3:23][C@@H:20]1[N:8]2[CH:7]=[C:6]([C:24]([OH:26])=[O:25])[C:5]([C:4]3=[CH:3][C:2]([F:1])=[C:11]([N:12]4[CH2:13][CH2:14][N:15]([CH3:18])[CH2:16][CH2:17]4)[C:10](=[C:9]23)[O:22][CH2:21]1)=[O:29].[CH3:23][C@@H:20]1[N:8]2[CH:7]=[C:6]([C:24]([OH:26])=[O:25])[C:5]([C:4]3=[CH:3][C:2]([F:1])=[C:11]([N:12]4[CH2:13][CH2:14][N:15]([CH3:18])[CH2:16][CH2:17]4)[C:10](=[C:9]23)[O:22][CH2:21]1)=[O:29].[OH2:34]. The catalyst class is: 8. (4) Reactant: [OH:1][C@H:2]1[C@:5]2([C:15]3[CH:20]=[CH:19][CH:18]=[CH:17][CH:16]=3)[C:6]3[CH:14]=[CH:13][CH:12]=[CH:11][C:7]=3[O:8][CH2:9][CH2:10][N:4]2[C:3]1=[O:21].CN(C=O)C.CS([C:31]1[N:36]=[C:35]([CH3:37])[CH:34]=[C:33]([CH3:38])[N:32]=1)(=O)=O. Product: [CH3:38][C:33]1[CH:34]=[C:35]([CH3:37])[N:36]=[C:31]([O:1][CH:2]2[C:5]3([C:15]4[CH:16]=[CH:17][CH:18]=[CH:19][CH:20]=4)[C:6]4[CH:14]=[CH:13][CH:12]=[CH:11][C:7]=4[O:8][CH2:9][CH2:10][N:4]3[C:3]2=[O:21])[N:32]=1. The catalyst class is: 721. (5) Reactant: [CH2:1]([OH:4])[CH2:2][OH:3].[SH:5][C:6]([CH3:11])([CH3:10])[C:7]([OH:9])=O.O.C1(C)C=[CH:17][C:16]([S:19](O)(=O)=O)=[CH:15]C=1.[C:24](=[O:27])([O-])O.[Na+]. Product: [SH:19][C:16]([CH3:17])([CH3:15])[C:24]([O:3][CH2:2][CH2:1][O:4][C:7](=[O:9])[C:6]([SH:5])([CH3:11])[CH3:10])=[O:27]. The catalyst class is: 11. (6) Reactant: CO.[O:3]=[C:4]1[CH2:10][CH2:9][CH2:8][N:7]([C:11]([O:13][C:14]([CH3:17])([CH3:16])[CH3:15])=[O:12])[CH2:6][CH2:5]1.[BH4-].[Na+]. Product: [OH:3][CH:4]1[CH2:10][CH2:9][CH2:8][N:7]([C:11]([O:13][C:14]([CH3:17])([CH3:16])[CH3:15])=[O:12])[CH2:6][CH2:5]1. The catalyst class is: 4.